This data is from Full USPTO retrosynthesis dataset with 1.9M reactions from patents (1976-2016). The task is: Predict the reactants needed to synthesize the given product. (1) Given the product [CH3:9][O:8][C:6]1[CH:7]=[C:2]([N:16]2[CH2:15][CH2:14][N:13]([C:19]([O:21][C:22]([CH3:25])([CH3:24])[CH3:23])=[O:20])[CH2:18][CH2:17]2)[CH:3]=[CH:4][C:5]=1[N+:10]([O-:12])=[O:11], predict the reactants needed to synthesize it. The reactants are: F[C:2]1[CH:3]=[CH:4][C:5]([N+:10]([O-:12])=[O:11])=[C:6]([O:8][CH3:9])[CH:7]=1.[N:13]1([C:19]([O:21][C:22]([CH3:25])([CH3:24])[CH3:23])=[O:20])[CH2:18][CH2:17][NH:16][CH2:15][CH2:14]1.C(=O)([O-])[O-].[K+].[K+]. (2) Given the product [CH3:23][N:24]([CH3:29])[S:25]([N:6]1[C:5]2[CH:7]=[C:8]([Cl:16])[C:9]([O:11][C:12]([F:15])([F:14])[F:13])=[CH:10][C:4]=2[N:3]=[C:2]1[Cl:1])(=[O:27])=[O:26], predict the reactants needed to synthesize it. The reactants are: [Cl:1][C:2]1[NH:6][C:5]2[CH:7]=[C:8]([Cl:16])[C:9]([O:11][C:12]([F:15])([F:14])[F:13])=[CH:10][C:4]=2[N:3]=1.C([O-])([O-])=O.[K+].[K+].[CH3:23][N:24]([CH3:29])[S:25](Cl)(=[O:27])=[O:26].